This data is from Reaction yield outcomes from USPTO patents with 853,638 reactions. The task is: Predict the reaction yield, written as a fraction of the theoretical maximum amount of product (1.0 means a 100% yield; for example, 0.34 means a 34% yield). (1) The reactants are CCCP(=O)=O.[CH2:7]([O:9][C:10]([C:12]1[N:13]([CH3:20])[N:14]=[CH:15][C:16]=1[C:17]([OH:19])=O)=[O:11])[CH3:8].[NH:21]1[CH2:24][CH2:23][CH2:22]1.C(N(CC)C(C)C)(C)C. The catalyst is C(OCC)(=O)C. The product is [CH2:7]([O:9][C:10]([C:12]1[N:13]([CH3:20])[N:14]=[CH:15][C:16]=1[C:17]([N:21]1[CH2:24][CH2:23][CH2:22]1)=[O:19])=[O:11])[CH3:8]. The yield is 0.990. (2) The product is [Cl:17][C:18]1[N:19]=[CH:20][N:21]=[C:22]2[N:15]([CH:12]3[CH2:13][CH2:14][CH:9]([C:7]4[O:6][N:5]=[C:4]([CH:1]([CH3:3])[CH3:2])[N:8]=4)[CH2:10][CH2:11]3)[N:16]=[CH:24][C:23]=12. The reactants are [CH:1]([C:4]1[N:8]=[C:7]([CH:9]2[CH2:14][CH2:13][CH:12]([NH:15][NH2:16])[CH2:11][CH2:10]2)[O:6][N:5]=1)([CH3:3])[CH3:2].[Cl:17][C:18]1[C:23]([CH:24]=O)=[C:22](Cl)[N:21]=[CH:20][N:19]=1.C(=O)([O-])[O-].[Na+].[Na+]. The yield is 0.350. The catalyst is C(#N)C. (3) The reactants are C[Si](C)(C)[C:3]#[C:4][C:5]#[C:6][CH2:7][CH2:8]/[CH:9]=[CH:10]\[C:11]([O:13]C)=[O:12].[OH-].[Na+]. The catalyst is CCOC(C)=O. The product is [C:11]([OH:13])(=[O:12])/[CH:10]=[CH:9]\[CH2:8][CH2:7][C:6]#[C:5][C:4]#[CH:3]. The yield is 0.621. (4) The reactants are C([O:3][C:4](=[O:30])[CH:5]([O:8][C:9]1[CH:14]=[CH:13][C:12]([O:15][CH2:16][CH2:17][C:18]2[N:19]=[C:20]([C:24]3[CH:29]=[CH:28][CH:27]=[CH:26][CH:25]=3)[O:21][C:22]=2[CH3:23])=[CH:11][CH:10]=1)[CH2:6][CH3:7])C.[OH-].[Na+]. The catalyst is C(O)C.C1COCC1. The product is [CH3:23][C:22]1[O:21][C:20]([C:24]2[CH:25]=[CH:26][CH:27]=[CH:28][CH:29]=2)=[N:19][C:18]=1[CH2:17][CH2:16][O:15][C:12]1[CH:11]=[CH:10][C:9]([O:8][CH:5]([CH2:6][CH3:7])[C:4]([OH:30])=[O:3])=[CH:14][CH:13]=1. The yield is 0.770. (5) The reactants are [NH:1]1[C:10]2[C:5](=[CH:6][CH:7]=[CH:8][CH:9]=2)[CH2:4][CH2:3][CH2:2]1.[C:11]([C:13]1[CH:14]=[C:15]([CH:19]=[CH:20][CH:21]=1)[C:16](Cl)=[O:17])#[N:12].C(N(CC)CC)C. The catalyst is ClCCl. The product is [C:11]([C:13]1[CH:14]=[C:15]([CH:19]=[CH:20][CH:21]=1)[C:16]([N:1]1[C:10]2[C:5](=[CH:6][CH:7]=[CH:8][CH:9]=2)[CH2:4][CH2:3][CH2:2]1)=[O:17])#[N:12]. The yield is 0.860. (6) The reactants are [CH3:1][O:2][C:3]1[C:12]([C:13]([OH:15])=O)=[CH:11][C:10]2[C:5](=[CH:6][CH:7]=[CH:8][CH:9]=2)[N:4]=1.C1C=CC2N(O)N=NC=2C=1.CCN=C=NCCCN(C)C.Cl.[C:38]([O:42][C:43]([NH:45][NH2:46])=[O:44])([CH3:41])([CH3:40])[CH3:39]. The catalyst is C(Cl)Cl. The product is [CH3:1][O:2][C:3]1[C:12]([C:13]([NH:46][NH:45][C:43]([O:42][C:38]([CH3:41])([CH3:40])[CH3:39])=[O:44])=[O:15])=[CH:11][C:10]2[C:5](=[CH:6][CH:7]=[CH:8][CH:9]=2)[N:4]=1. The yield is 0.850. (7) The reactants are Cl[C:2]1[CH:7]=[C:6]([CH:8]([S:17][C:18]2[CH:23]=[CH:22][C:21]([Cl:24])=[CH:20][CH:19]=2)[C:9]2[CH:14]=[C:13]([F:15])[CH:12]=[CH:11][C:10]=2[F:16])[C:5]([Cl:25])=[CH:4][N:3]=1.[N:26]1[CH:31]=[CH:30][CH:29]=[CH:28][C:27]=1[CH2:32][CH2:33][NH2:34]. The catalyst is O1CCOCC1. The product is [Cl:25][C:5]1[C:6]([CH:8]([S:17][C:18]2[CH:19]=[CH:20][C:21]([Cl:24])=[CH:22][CH:23]=2)[C:9]2[CH:14]=[C:13]([F:15])[CH:12]=[CH:11][C:10]=2[F:16])=[CH:7][C:2]([NH:34][CH2:33][CH2:32][C:27]2[CH:28]=[CH:29][CH:30]=[CH:31][N:26]=2)=[N:3][CH:4]=1. The yield is 0.700.